From a dataset of Full USPTO retrosynthesis dataset with 1.9M reactions from patents (1976-2016). Predict the reactants needed to synthesize the given product. (1) Given the product [OH:15][CH2:14][CH2:13][CH2:12][C:7]1[CH:6]=[C:5]2[C:10]([CH:11]=[C:2]([C:23]3[CH:24]=[CH:25][C:20]4[N:21]([CH:29]=[C:18]([CH3:17])[N:19]=4)[CH:22]=3)[C:3](=[O:16])[O:4]2)=[CH:9][CH:8]=1, predict the reactants needed to synthesize it. The reactants are: Br[C:2]1[C:3](=[O:16])[O:4][C:5]2[C:10]([CH:11]=1)=[CH:9][CH:8]=[C:7]([CH2:12][CH2:13][CH2:14][OH:15])[CH:6]=2.[CH3:17][C:18]1[N:19]=[C:20]2[CH:25]=[CH:24][C:23](B(O)O)=[CH:22][N:21]2[CH:29]=1.C([O-])([O-])=O.[K+].[K+]. (2) Given the product [C:34]([O:38][C:39]([NH:41][C@@H:42]([CH2:46][CH2:47][CH2:48][CH2:49][CH2:50][CH:51]=[CH2:52])[C:43]([N:20]1[CH2:21][C@H:17]([O:16][C:9]2[C:10]3[S:15][CH:14]=[CH:13][C:11]=3[N:12]=[C:7]([C:2]3[CH:3]=[CH:4][CH:5]=[CH:6][N:1]=3)[N:8]=2)[CH2:18][C@H:19]1[C:22]([NH:24][C@:25]1([C:30]([O:32][CH3:33])=[O:31])[CH2:27][C@H:26]1[CH:28]=[CH2:29])=[O:23])=[O:44])=[O:40])([CH3:37])([CH3:36])[CH3:35], predict the reactants needed to synthesize it. The reactants are: [N:1]1[CH:6]=[CH:5][CH:4]=[CH:3][C:2]=1[C:7]1[N:8]=[C:9]([O:16][C@H:17]2[CH2:21][NH:20][C@H:19]([C:22]([NH:24][C@:25]3([C:30]([O:32][CH3:33])=[O:31])[CH2:27][C@H:26]3[CH:28]=[CH2:29])=[O:23])[CH2:18]2)[C:10]2[S:15][CH:14]=[CH:13][C:11]=2[N:12]=1.[C:34]([O:38][C:39]([NH:41][C@@H:42]([CH2:46][CH2:47][CH2:48][CH2:49][CH2:50][CH:51]=[CH2:52])[C:43](O)=[O:44])=[O:40])([CH3:37])([CH3:36])[CH3:35].C(N(CC)CC)C.CN(C(ON1N=NC2C=CC=NC1=2)=[N+](C)C)C.F[P-](F)(F)(F)(F)F.C(=O)(O)[O-].[Na+]. (3) Given the product [CH2:1]([C:12]([OH:14])=[O:13])[CH2:2][CH2:3][CH2:4][CH2:5][CH2:6][CH2:7][CH3:8], predict the reactants needed to synthesize it. The reactants are: [CH2:1]([C:12]([O-:14])=[O:13])[CH2:2][CH2:3][CH:4](C([O-])=O)[CH2:5][CH2:6][CH2:7][CH3:8].O.O.O.O.O.O.O.O.[OH-].[Ba+2].[OH-]. (4) Given the product [ClH:32].[Cl:32][C:33]1[CH:51]=[CH:50][C:36]([O:37][C:38]2[CH:39]=[CH:40][C:41]3[N:45]=[C:44]([CH2:46][O:47][C:54]4[CH:55]=[C:56]([CH:61]=[CH:62][CH:63]=4)[C:57]([O:59][CH3:60])=[O:58])[N:43]([CH3:48])[C:42]=3[CH:49]=2)=[CH:35][C:34]=1[F:52], predict the reactants needed to synthesize it. The reactants are: C(P(CCCC)CCCC)CCC.N(C(N1CCCCC1)=O)=NC(N1CCCCC1)=O.[Cl:32][C:33]1[CH:51]=[CH:50][C:36]([O:37][C:38]2[CH:39]=[CH:40][C:41]3[N:45]=[C:44]([CH2:46][OH:47])[N:43]([CH3:48])[C:42]=3[CH:49]=2)=[CH:35][C:34]=1[F:52].O[C:54]1[CH:55]=[C:56]([CH:61]=[CH:62][CH:63]=1)[C:57]([O:59][CH3:60])=[O:58]. (5) Given the product [NH:45]1[C:53]2[C:48](=[C:49]([C:54]3[CH:62]=[C:61]4[C:57]([CH:58]=[N:59][NH:60]4)=[C:56]([NH:63][C:9]([CH:5]4[O:6][CH2:7][CH2:8][N:3]([CH3:2])[CH2:4]4)=[O:11])[CH:55]=3)[CH:50]=[CH:51][CH:52]=2)[CH:47]=[CH:46]1, predict the reactants needed to synthesize it. The reactants are: Cl.[CH3:2][N:3]1[CH2:8][CH2:7][O:6][CH:5]([C:9]([OH:11])=O)[CH2:4]1.CN(C(ON1N=NC2C=CC=NC1=2)=[N+](C)C)C.F[P-](F)(F)(F)(F)F.CCN(C(C)C)C(C)C.[NH:45]1[C:53]2[C:48](=[C:49]([C:54]3[CH:55]=[C:56]([NH2:63])[C:57]4[CH:58]=[N:59][NH:60][C:61]=4[CH:62]=3)[CH:50]=[CH:51][CH:52]=2)[CH:47]=[CH:46]1. (6) Given the product [Cl:1][C:2]1[CH:3]=[C:4]2[N:25]=[C:24]([O:26][C@H:27]3[C@H:31]4[O:32][CH2:33][C@@H:34]([OH:35])[C@H:30]4[O:29][CH2:28]3)[N:23]([CH2:36][O:37][CH2:38][CH2:39][Si:40]([CH3:42])([CH3:43])[CH3:41])[C:5]2=[N:6][C:7]=1[C:8]1[CH:9]=[CH:10][C:11]([C:45]2[CH:46]=[CH:47][C:48]([S:51]([CH3:61])(=[N:53][C:54]([O:56][C:57]([CH3:59])([CH3:58])[CH3:60])=[O:55])=[O:52])=[CH:49][CH:50]=2)=[CH:12][CH:13]=1, predict the reactants needed to synthesize it. The reactants are: [Cl:1][C:2]1[CH:3]=[C:4]2[N:25]=[C:24]([O:26][C@H:27]3[C@H:31]4[O:32][CH2:33][C@@H:34]([OH:35])[C@H:30]4[O:29][CH2:28]3)[N:23]([CH2:36][O:37][CH2:38][CH2:39][Si:40]([CH3:43])([CH3:42])[CH3:41])[C:5]2=[N:6][C:7]=1[C:8]1[CH:13]=[CH:12][C:11](B2OC(C)(C)C(C)(C)O2)=[CH:10][CH:9]=1.Br[C:45]1[CH:50]=[CH:49][C:48]([S:51]([CH3:61])(=[N:53][C:54]([O:56][C:57]([CH3:60])([CH3:59])[CH3:58])=[O:55])=[O:52])=[CH:47][CH:46]=1. (7) Given the product [C:1]([O:9][C:10]1([CH2:23][C:24]2[CH:25]=[CH:26][C:27]([O:32][CH3:33])=[C:28]([O:30][CH3:31])[CH:29]=2)[C:18]2[C:13](=[CH:14][CH:15]=[CH:16][CH:17]=2)[N:12]([CH2:20][CH2:21][CH:37]([CH3:38])[CH3:36])[C:11]1=[O:22])(=[O:8])[C:2]1[CH:3]=[CH:4][CH:5]=[CH:6][CH:7]=1, predict the reactants needed to synthesize it. The reactants are: [C:1]([O:9][C:10]1([CH2:23][C:24]2[CH:29]=[C:28]([O:30][CH3:31])[C:27]([O:32][CH3:33])=[C:26](OC)[CH:25]=2)[C:18]2[C:13](=[CH:14][CH:15]=[C:16](C)[CH:17]=2)[N:12]([CH2:20][CH3:21])[C:11]1=[O:22])(=[O:8])[C:2]1[CH:7]=[CH:6][CH:5]=[CH:4][CH:3]=1.[C:36](OC1C2C(=CC=CC=2)N(CCC(C)C)C1=O)(=O)[C:37]1C=CC=C[CH:38]=1.BrCC1C=CC(OC)=C(OC)C=1. (8) Given the product [F:1][C:2]([F:12])([F:11])[C:3]1[N:21]=[C:16]2[CH:17]=[CH:18][CH:19]=[CH:20][N:15]2[C:4]=1[C:5]([O:7][CH2:8][CH3:9])=[O:6], predict the reactants needed to synthesize it. The reactants are: [F:1][C:2]([F:12])([F:11])[C:3](=O)[CH2:4][C:5]([O:7][CH2:8][CH3:9])=[O:6].BrBr.[N:15]1[CH:20]=[CH:19][CH:18]=[CH:17][C:16]=1[NH2:21]. (9) Given the product [CH3:15][NH:8][C:6]1[CH:7]=[C:2]([CH3:1])[CH:3]=[CH:4][C:5]=1[N+:9]([O-:11])=[O:10], predict the reactants needed to synthesize it. The reactants are: [CH3:1][C:2]1[CH:3]=[CH:4][C:5]([N+:9]([O-:11])=[O:10])=[C:6]([NH2:8])[CH:7]=1.[H-].[Na+].I[CH3:15].